This data is from Peptide-MHC class I binding affinity with 185,985 pairs from IEDB/IMGT. The task is: Regression. Given a peptide amino acid sequence and an MHC pseudo amino acid sequence, predict their binding affinity value. This is MHC class I binding data. (1) The peptide sequence is EGAQPGLLSY. The MHC is HLA-A23:01 with pseudo-sequence HLA-A23:01. The binding affinity (normalized) is 0.0681. (2) The peptide sequence is VRMYNPTNI. The MHC is HLA-B27:05 with pseudo-sequence HLA-B27:05. The binding affinity (normalized) is 0.561. (3) The MHC is HLA-A24:02 with pseudo-sequence HLA-A24:02. The binding affinity (normalized) is 0.898. The peptide sequence is VMPLLVWLF. (4) The MHC is HLA-B40:02 with pseudo-sequence HLA-B40:02. The binding affinity (normalized) is 0.0925. The peptide sequence is GEDTVWEVQG. (5) The peptide sequence is DMYQSVCRK. The MHC is HLA-A33:01 with pseudo-sequence HLA-A33:01. The binding affinity (normalized) is 0.545. (6) The MHC is HLA-A02:03 with pseudo-sequence HLA-A02:03. The peptide sequence is YNFSLSAAV. The binding affinity (normalized) is 0. (7) The peptide sequence is AEIDRSFKP. The MHC is HLA-A11:01 with pseudo-sequence HLA-A11:01. The binding affinity (normalized) is 0.0847.